Task: Predict the reactants needed to synthesize the given product.. Dataset: Full USPTO retrosynthesis dataset with 1.9M reactions from patents (1976-2016) (1) Given the product [F:8][C:9]1[CH:16]=[CH:15][C:12]([CH2:13][N:6]2[CH2:5][CH2:4][NH:3][C@H:2]([CH3:1])[CH2:7]2)=[CH:11][CH:10]=1, predict the reactants needed to synthesize it. The reactants are: [CH3:1][C@@H:2]1[CH2:7][NH:6][CH2:5][CH2:4][NH:3]1.[F:8][C:9]1[CH:16]=[CH:15][C:12]([CH2:13]Br)=[CH:11][CH:10]=1.C(=O)(O)[O-].[Na+]. (2) Given the product [CH3:19][C:14]1([CH3:20])[C:15]([CH3:18])([CH3:17])[O:16][B:12]([C:2]2[CH:11]=[CH:10][C:5]3[C:6](=[O:9])[O:7][CH2:8][C:4]=3[CH:3]=2)[O:13]1, predict the reactants needed to synthesize it. The reactants are: Br[C:2]1[CH:11]=[CH:10][C:5]2[C:6](=[O:9])[O:7][CH2:8][C:4]=2[CH:3]=1.[B:12]1([B:12]2[O:16][C:15]([CH3:18])([CH3:17])[C:14]([CH3:20])([CH3:19])[O:13]2)[O:16][C:15]([CH3:18])([CH3:17])[C:14]([CH3:20])([CH3:19])[O:13]1.C([O-])(=O)C.[K+].C1(C)C=CC=CC=1. (3) Given the product [NH2:13][C:12]1[N:9]([C:5]2[CH:6]=[CH:7][CH:8]=[C:3]([Cl:2])[C:4]=2[F:11])[N:10]=[CH:20][C:14]=1[C:15]([O:17][CH2:18][CH3:19])=[O:16], predict the reactants needed to synthesize it. The reactants are: Cl.[Cl:2][C:3]1[C:4]([F:11])=[C:5]([NH:9][NH2:10])[CH:6]=[CH:7][CH:8]=1.[C:12](/[C:14](=[CH:20]\OCC)/[C:15]([O:17][CH2:18][CH3:19])=[O:16])#[N:13].C(N(CC)CC)C. (4) Given the product [O:1]1[C:5]2[CH:6]=[CH:7][C:8]([C:10]3([C:13]([NH:15][C:16]4[CH:17]=[C:18]5[C:22](=[CH:23][CH:24]=4)[NH:21][C:20]([C:25]([NH:32][C:29]([CH3:31])([CH3:30])[CH3:28])=[O:26])=[CH:19]5)=[O:14])[CH2:12][CH2:11]3)=[CH:9][C:4]=2[O:3][CH2:2]1, predict the reactants needed to synthesize it. The reactants are: [O:1]1[C:5]2[CH:6]=[CH:7][C:8]([C:10]3([C:13]([NH:15][C:16]4[CH:17]=[C:18]5[C:22](=[CH:23][CH:24]=4)[NH:21][C:20]([C:25](O)=[O:26])=[CH:19]5)=[O:14])[CH2:12][CH2:11]3)=[CH:9][C:4]=2[O:3][CH2:2]1.[CH3:28][C:29]([NH2:32])([CH3:31])[CH3:30].C(N(CC)CC)C.CN(C(ON1N=NC2C=CC=NC1=2)=[N+](C)C)C.F[P-](F)(F)(F)(F)F.